From a dataset of Full USPTO retrosynthesis dataset with 1.9M reactions from patents (1976-2016). Predict the reactants needed to synthesize the given product. (1) Given the product [CH3:27][S:28]([O:19][CH2:18][CH2:17][CH2:16][C:10]1[C:9]2[C:13](=[CH:14][CH:15]=[C:7]([NH:6][S:3]([CH2:1][CH3:2])(=[O:5])=[O:4])[CH:8]=2)[NH:12][CH:11]=1)(=[O:30])=[O:29], predict the reactants needed to synthesize it. The reactants are: [CH2:1]([S:3]([NH:6][C:7]1[CH:8]=[C:9]2[C:13](=[CH:14][CH:15]=1)[NH:12][CH:11]=[C:10]2[CH2:16][CH2:17][CH2:18][OH:19])(=[O:5])=[O:4])[CH3:2].C(N(CC)CC)C.[CH3:27][S:28](Cl)(=[O:30])=[O:29].C([O-])(O)=O.[Na+]. (2) Given the product [NH2:29][C@@H:25]1[CH2:26][CH2:27][CH2:28][N:23]([C:20]2[N:21]=[CH:22][C:17]([NH:16][C:15]3[C:14]4[C:9](=[CH:10][CH:11]=[C:12]([C:37]5[CH:38]=[C:39]([Cl:45])[C:40]([OH:44])=[C:41]([Cl:43])[CH:42]=5)[N:13]=4)[N:8]=[CH:7][C:6]=3[C:4]([CH:1]3[CH2:3][CH2:2]3)=[O:5])=[CH:18][CH:19]=2)[CH2:24]1, predict the reactants needed to synthesize it. The reactants are: [CH:1]1([C:4]([C:6]2[CH:7]=[N:8][C:9]3[C:14]([C:15]=2[NH:16][C:17]2[CH:18]=[CH:19][C:20]([N:23]4[CH2:28][CH2:27][CH2:26][C@@H:25]([NH:29]C(=O)OC(C)(C)C)[CH2:24]4)=[N:21][CH:22]=2)=[N:13][C:12]([C:37]2[CH:42]=[C:41]([Cl:43])[C:40]([OH:44])=[C:39]([Cl:45])[CH:38]=2)=[CH:11][CH:10]=3)=[O:5])[CH2:3][CH2:2]1.C(O)(C(F)(F)F)=O.FC(F)(F)C([O-])=O. (3) The reactants are: [CH2:1]([O:8][C:9]1[CH:16]=[CH:15][C:12]([CH:13]=O)=[C:11]([F:17])[CH:10]=1)[C:2]1[CH:7]=[CH:6][CH:5]=[CH:4][CH:3]=1.[F:18][C:19]1[CH:25]=[CH:24][C:22]([NH2:23])=[CH:21][CH:20]=1.C1(C)C=CC=CC=1. Given the product [CH2:1]([O:8][C:9]1[CH:16]=[CH:15][C:12]([CH:13]=[N:23][C:22]2[CH:24]=[CH:25][C:19]([F:18])=[CH:20][CH:21]=2)=[C:11]([F:17])[CH:10]=1)[C:2]1[CH:7]=[CH:6][CH:5]=[CH:4][CH:3]=1, predict the reactants needed to synthesize it. (4) Given the product [C:13]([O:12][C:11]([N:10]=[C:2]1[N:3]([CH:19]([CH3:25])[C:20]([O:22][CH2:23][CH3:24])=[O:21])[C:4]2[CH:9]=[CH:8][CH:7]=[CH:6][C:5]=2[S:1]1)=[O:17])([CH3:14])([CH3:16])[CH3:15], predict the reactants needed to synthesize it. The reactants are: [S:1]1[C:5]2[CH:6]=[CH:7][CH:8]=[CH:9][C:4]=2[N:3]=[C:2]1[NH:10][C:11](=[O:17])[O:12][C:13]([CH3:16])([CH3:15])[CH3:14].Br[CH:19]([CH3:25])[C:20]([O:22][CH2:23][CH3:24])=[O:21].C(=O)([O-])[O-].[K+].[K+]. (5) Given the product [C:1]1([C:8]2[CH:9]=[CH:10][CH:11]=[CH:12][CH:13]=2)[CH:6]=[CH:5][CH:4]=[C:3]([NH:7][C:15]2[C:20]([N+:21]([O-:23])=[O:22])=[CH:19][CH:18]=[CH:17][N:16]=2)[CH:2]=1, predict the reactants needed to synthesize it. The reactants are: [C:1]1([C:8]2[CH:13]=[CH:12][CH:11]=[CH:10][CH:9]=2)[CH:6]=[CH:5][CH:4]=[C:3]([NH2:7])[CH:2]=1.Cl[C:15]1[C:20]([N+:21]([O-:23])=[O:22])=[CH:19][CH:18]=[CH:17][N:16]=1.C(N(CC)CC)C. (6) Given the product [NH2:1][C:2]1[CH:7]=[CH:6][C:5]([C:8]2[N:9]([CH:20]3[CH2:23][CH2:22][CH2:21]3)[C:10]3[C:15]([C:16]=2[C:17]#[N:18])=[CH:14][CH:13]=[C:12]([O:19][C:26]2[N:31]=[CH:30][CH:29]=[CH:28][N:27]=2)[CH:11]=3)=[CH:4][C:3]=1[Cl:24], predict the reactants needed to synthesize it. The reactants are: [NH2:1][C:2]1[CH:7]=[CH:6][C:5]([C:8]2[N:9]([CH:20]3[CH2:23][CH2:22][CH2:21]3)[C:10]3[C:15]([C:16]=2[C:17]#[N:18])=[CH:14][CH:13]=[C:12]([OH:19])[CH:11]=3)=[CH:4][C:3]=1[Cl:24].Cl[C:26]1[N:31]=[CH:30][CH:29]=[CH:28][N:27]=1.C(=O)([O-])[O-].[Cs+].[Cs+].